Dataset: Full USPTO retrosynthesis dataset with 1.9M reactions from patents (1976-2016). Task: Predict the reactants needed to synthesize the given product. (1) Given the product [F:1][C:2]1[CH:7]=[CH:6][CH:5]=[C:4]([F:8])[C:3]=1[C:9]1[N:13]([CH3:14])[C:12]([C:15]2[N:20]=[C:19]3[N:21]([CH2:29][CH:30]([CH3:32])[CH3:31])[C:22]([NH2:24])=[N:23][C:18]3=[CH:17][CH:16]=2)=[C:11]([C:33]2[CH:38]=[CH:37][CH:36]=[CH:35][CH:34]=2)[N:10]=1, predict the reactants needed to synthesize it. The reactants are: [F:1][C:2]1[CH:7]=[CH:6][CH:5]=[C:4]([F:8])[C:3]=1[C:9]1[N:13]([CH3:14])[C:12]([C:15]2[N:20]=[C:19]3[N:21]([CH2:29][CH:30]([CH3:32])[CH3:31])[C:22]([N:24]=CN(C)C)=[N:23][C:18]3=[CH:17][CH:16]=2)=[C:11]([C:33]2[CH:38]=[CH:37][CH:36]=[CH:35][CH:34]=2)[N:10]=1.C(O)(=O)C.Cl.[OH-].[Na+]. (2) Given the product [F:18][C:19]1[CH:24]=[C:23]([F:25])[CH:22]=[CH:21][C:20]=1[C:2]1[C:10]2[N:9]3[CH2:11][CH2:12][NH:13][C:14](=[O:15])[C:8]3=[C:7]([CH3:16])[C:6]=2[CH:5]=[C:4]([F:17])[CH:3]=1, predict the reactants needed to synthesize it. The reactants are: Br[C:2]1[C:10]2[N:9]3[CH2:11][CH2:12][NH:13][C:14](=[O:15])[C:8]3=[C:7]([CH3:16])[C:6]=2[CH:5]=[C:4]([F:17])[CH:3]=1.[F:18][C:19]1[CH:24]=[C:23]([F:25])[CH:22]=[CH:21][C:20]=1B(O)O. (3) Given the product [N:19]1[CH:18]=[C:17]([C:2]2[CH:7]=[C:6]([O:8][C:9]3[CH:10]=[CH:11][C:12]([NH2:15])=[N:13][CH:14]=3)[CH:5]=[CH:4][N:3]=2)[CH:22]=[N:21][CH:20]=1, predict the reactants needed to synthesize it. The reactants are: Cl[C:2]1[CH:7]=[C:6]([O:8][C:9]2[CH:10]=[CH:11][C:12]([NH2:15])=[N:13][CH:14]=2)[CH:5]=[CH:4][N:3]=1.B(O)(O)[C:17]1[CH:22]=[N:21][CH:20]=[N:19][CH:18]=1.C([O-])([O-])=O.[K+].[K+]. (4) Given the product [CH3:1][N:2]([C:38]1[CH:43]=[CH:42][CH:41]=[CH:40][CH:39]=1)[NH:3][C:4]([C:6]1[S:37][C:9]2[NH:10][N:11]=[C:12]([NH:13][C:14](=[O:29])[C:15]3[CH:16]=[CH:17][C:18]([CH2:21][N:22]4[CH2:23][CH2:24][N:25]([CH3:28])[CH2:26][CH2:27]4)=[CH:19][CH:20]=3)[C:8]=2[CH:7]=1)=[O:5], predict the reactants needed to synthesize it. The reactants are: [CH3:1][N:2]([C:38]1[CH:43]=[CH:42][CH:41]=[CH:40][CH:39]=1)[NH:3][C:4]([C:6]1[S:37][C:9]2[N:10](C(OC(C)(C)C)=O)[N:11]=[C:12]([NH:13][C:14](=[O:29])[C:15]3[CH:20]=[CH:19][C:18]([CH2:21][N:22]4[CH2:27][CH2:26][N:25]([CH3:28])[CH2:24][CH2:23]4)=[CH:17][CH:16]=3)[C:8]=2[CH:7]=1)=[O:5]. (5) The reactants are: [Cl:1][C:2]1[C:11](Cl)=[N:10][C:9]2[C:4](=[CH:5][CH:6]=[CH:7][CH:8]=2)[N:3]=1.[CH3:13][O-:14].[Na+]. Given the product [Cl:1][C:2]1[C:11]([O:14][CH3:13])=[N:10][C:9]2[C:4](=[CH:5][CH:6]=[CH:7][CH:8]=2)[N:3]=1, predict the reactants needed to synthesize it. (6) Given the product [Br:9][C:5]1[CH:6]=[C:7]([NH:8][C:22](=[O:23])[C:21]2[CH:25]=[CH:26][C:18]([C:17]([F:16])([F:27])[F:28])=[CH:19][CH:20]=2)[C:2]([OH:1])=[N:3][CH:4]=1, predict the reactants needed to synthesize it. The reactants are: [OH:1][C:2]1[C:7]([NH2:8])=[CH:6][C:5]([Br:9])=[CH:4][N:3]=1.N1C=CC=CC=1.[F:16][C:17]([F:28])([F:27])[C:18]1[CH:26]=[CH:25][C:21]([C:22](Cl)=[O:23])=[CH:20][CH:19]=1. (7) Given the product [Cl:1][C:2]1[CH:3]=[CH:4][C:5]([C:28]([F:31])([F:29])[F:30])=[C:6]([CH:27]=1)[CH2:7][N:8]1[CH2:13][CH2:12][NH:11][C:10]2[N:14]=[CH:15][C:16]([C:18]3[CH:26]=[CH:25][C:21]([C:22]([NH:40][CH2:39][C:38]4[CH:41]=[CH:42][C:35]([O:34][C:33]([F:32])([F:43])[F:44])=[CH:36][CH:37]=4)=[O:23])=[CH:20][CH:19]=3)=[CH:17][C:9]1=2, predict the reactants needed to synthesize it. The reactants are: [Cl:1][C:2]1[CH:3]=[CH:4][C:5]([C:28]([F:31])([F:30])[F:29])=[C:6]([CH:27]=1)[CH2:7][N:8]1[CH2:13][CH2:12][NH:11][C:10]2[N:14]=[CH:15][C:16]([C:18]3[CH:26]=[CH:25][C:21]([C:22](O)=[O:23])=[CH:20][CH:19]=3)=[CH:17][C:9]1=2.[F:32][C:33]([F:44])([F:43])[O:34][C:35]1[CH:42]=[CH:41][C:38]([CH2:39][NH2:40])=[CH:37][CH:36]=1. (8) Given the product [CH2:23]([O:27][CH2:28][CH2:29][O:30][C:31]1[CH:32]=[CH:33][C:34]([C:37]2[CH:38]=[CH:39][C:40]3[N:46]([CH2:47][CH2:48][CH3:49])[CH2:45][CH2:44][C:43]([C:50]([NH:52][C:53]4[CH:54]=[CH:55][C:56]([S:59]([CH2:60][C:61]5[N:65]([CH2:66][CH2:67][CH3:68])[CH:64]=[N:63][N:62]=5)=[O:21])=[CH:57][CH:58]=4)=[O:51])=[CH:42][C:41]=3[CH:69]=2)=[CH:35][CH:36]=1)[CH2:24][CH2:25][CH3:26], predict the reactants needed to synthesize it. The reactants are: C1C=C2C=CC(O)=C(C3C4C(=CC=CC=4)C=CC=3[OH:21])C2=CC=1.[CH2:23]([O:27][CH2:28][CH2:29][O:30][C:31]1[CH:36]=[CH:35][C:34]([C:37]2[CH:38]=[CH:39][C:40]3[N:46]([CH2:47][CH2:48][CH3:49])[CH2:45][CH2:44][C:43]([C:50]([NH:52][C:53]4[CH:58]=[CH:57][C:56]([S:59][CH2:60][C:61]5[N:65]([CH2:66][CH2:67][CH3:68])[CH:64]=[N:63][N:62]=5)=[CH:55][CH:54]=4)=[O:51])=[CH:42][C:41]=3[CH:69]=2)=[CH:33][CH:32]=1)[CH2:24][CH2:25][CH3:26].[O-]O.[O-]O.C1(C(C)C)C=CC=CC=1.S([O-])([O-])(=O)=S.[Na+].[Na+].